This data is from Forward reaction prediction with 1.9M reactions from USPTO patents (1976-2016). The task is: Predict the product of the given reaction. (1) Given the reactants [OH:1][CH2:2][C:3]1[CH:4]=[C:5]([CH:29]=[CH:30][C:31]=1[CH2:32][OH:33])[CH2:6][O:7][C:8]1[CH:9]=[CH:10][C:11]([CH2:27][CH3:28])=[C:12]([C:14]2[CH:19]=[CH:18][C:17]([C:20](=[O:23])[CH2:21][CH3:22])=[CH:16][C:15]=2[CH2:24][CH2:25][CH3:26])[CH:13]=1.[CH2:34]([Mg]Br)[CH3:35], predict the reaction product. The product is: [CH2:27]([C:11]1[C:12]([C:14]2[CH:19]=[CH:18][C:17]([C:20]([CH2:34][CH3:35])([OH:23])[CH2:21][CH3:22])=[CH:16][C:15]=2[CH2:24][CH2:25][CH3:26])=[CH:13][C:8]([O:7][CH2:6][C:5]2[CH:29]=[CH:30][C:31]([CH2:32][OH:33])=[C:3]([CH2:2][OH:1])[CH:4]=2)=[CH:9][CH:10]=1)[CH3:28]. (2) Given the reactants [OH:1][C:2]1[CH:9]=[CH:8][C:7]([OH:10])=[CH:6][C:3]=1[CH:4]=O.[CH:11]([CH:13]=[CH2:14])=[O:12].C(=O)([O-])[O-].[K+].[K+], predict the reaction product. The product is: [OH:10][C:7]1[CH:6]=[C:3]2[C:2](=[CH:9][CH:8]=1)[O:1][CH2:14][C:13]([CH:11]=[O:12])=[CH:4]2. (3) Given the reactants [C:1]1([C:7]2[O:8][C:9]([C:27]([F:30])([F:29])[F:28])=[C:10]([C:12]([NH:14][C:15]3[CH:16]=[N:17][C:18]([N:21]4[CH2:26][CH2:25][NH:24][CH2:23][CH2:22]4)=[CH:19][CH:20]=3)=[O:13])[N:11]=2)[CH:6]=[CH:5][CH:4]=[CH:3][CH:2]=1.Cl[C:32]([O:34][CH2:35][CH2:36][F:37])=[O:33], predict the reaction product. The product is: [C:1]1([C:7]2[O:8][C:9]([C:27]([F:28])([F:29])[F:30])=[C:10]([C:12]([NH:14][C:15]3[CH:20]=[CH:19][C:18]([N:21]4[CH2:26][CH2:25][N:24]([C:32]([O:34][CH2:35][CH2:36][F:37])=[O:33])[CH2:23][CH2:22]4)=[N:17][CH:16]=3)=[O:13])[N:11]=2)[CH:2]=[CH:3][CH:4]=[CH:5][CH:6]=1. (4) Given the reactants [CH:1]([NH2:4])([CH3:3])[CH3:2].[Cl:5][C:6]1[CH:11]=[CH:10][C:9]([C@@H:12]2[C@:14]3([C:22]4[C:17](=[CH:18][CH:19]=[CH:20][CH:21]=4)[N:16]([CH2:23][C:24]4[CH:25]=[C:26]([CH:30]=[CH:31][CH:32]=4)[C:27]([OH:29])=O)[C:15]3=[O:33])[CH2:13]2)=[CH:8][CH:7]=1, predict the reaction product. The product is: [Cl:5][C:6]1[CH:7]=[CH:8][C:9]([C@@H:12]2[C@:14]3([C:22]4[C:17](=[CH:18][CH:19]=[CH:20][CH:21]=4)[N:16]([CH2:23][C:24]4[CH:25]=[C:26]([CH:30]=[CH:31][CH:32]=4)[C:27]([NH:4][CH:1]([CH3:3])[CH3:2])=[O:29])[C:15]3=[O:33])[CH2:13]2)=[CH:10][CH:11]=1. (5) Given the reactants [Cl:1][C:2]1[CH:10]=[CH:9][C:8]([CH3:11])=[CH:7][C:3]=1[C:4](O)=[O:5].[H-].[Al+3].[Li+].[H-].[H-].[H-], predict the reaction product. The product is: [Cl:1][C:2]1[CH:10]=[CH:9][C:8]([CH3:11])=[CH:7][C:3]=1[CH2:4][OH:5].